Dataset: Forward reaction prediction with 1.9M reactions from USPTO patents (1976-2016). Task: Predict the product of the given reaction. (1) Given the reactants [O:1]1[CH:5]=[CH:4][N:3]=[CH:2]1.C([Li])CCC.I[C:12]1[CH:13]=[C:14]([CH:18]=[C:19]([C:21]([O:23][CH3:24])=[O:22])[CH:20]=1)[C:15]([OH:17])=[O:16], predict the reaction product. The product is: [CH3:24][O:23][C:21]([C:19]1[CH:18]=[C:14]([CH:13]=[C:12]([C:2]2[O:1][CH:5]=[CH:4][N:3]=2)[CH:20]=1)[C:15]([OH:17])=[O:16])=[O:22]. (2) Given the reactants C([O-])([O-])=O.[Cs+].[Cs+].[NH2:7][C:8]1[NH:12][N:11]=[CH:10][C:9]=1[C:13]([O:15][CH2:16][CH3:17])=[O:14].C([O:20][C:21](=O)[CH:22]=[CH:23]OCC)C.CC(O)=O, predict the reaction product. The product is: [O:20]=[C:21]1[CH:22]=[CH:23][N:12]2[N:11]=[CH:10][C:9]([C:13]([O:15][CH2:16][CH3:17])=[O:14])=[C:8]2[NH:7]1. (3) Given the reactants [CH:1]([C:3]1[O:7][C:6]([C:8]2[CH:9]=[C:10]([CH:14]=[CH:15][CH:16]=2)[C:11]([OH:13])=[O:12])=[CH:5][CH:4]=1)=O.[S:17]1[CH2:23][C:21](=[O:22])[NH:20][C:18]1=[S:19].N1CCCCC1, predict the reaction product. The product is: [O:22]=[C:21]1[C:23](=[CH:1][C:3]2[O:7][C:6]([C:8]3[CH:9]=[C:10]([CH:14]=[CH:15][CH:16]=3)[C:11]([OH:13])=[O:12])=[CH:5][CH:4]=2)[S:17][C:18](=[S:19])[NH:20]1. (4) Given the reactants [CH:1]1([NH:4][C:5]([C:7]2[CH:8]=[CH:9][C:10]([CH3:39])=[C:11]([NH:13][C:14]([C:16]3[CH:17]=[C:18]([CH:33]=[CH:34][C:35]=3[N+:36]([O-])=O)[O:19][CH:20]3[CH2:25][CH2:24][N:23]([C:26]([O:28][C:29]([CH3:32])([CH3:31])[CH3:30])=[O:27])[CH2:22][CH2:21]3)=[O:15])[CH:12]=2)=[O:6])[CH2:3][CH2:2]1, predict the reaction product. The product is: [NH2:36][C:35]1[CH:34]=[CH:33][C:18]([O:19][CH:20]2[CH2:21][CH2:22][N:23]([C:26]([O:28][C:29]([CH3:30])([CH3:31])[CH3:32])=[O:27])[CH2:24][CH2:25]2)=[CH:17][C:16]=1[C:14]([NH:13][C:11]1[CH:12]=[C:7]([C:5]([NH:4][CH:1]2[CH2:2][CH2:3]2)=[O:6])[CH:8]=[CH:9][C:10]=1[CH3:39])=[O:15]. (5) Given the reactants [CH3:1][O:2][C:3](=[O:25])[CH:4]([NH:13][C:14](=[O:24])[CH2:15][CH2:16][C:17]1[CH:22]=[CH:21][C:20]([OH:23])=[CH:19][CH:18]=1)[CH2:5][C:6]1[CH:11]=[CH:10][C:9]([OH:12])=[CH:8][CH:7]=1.C(N([CH2:31][CH3:32])CC)C.[CH2:33]([O:40][CH2:41][C:42](Cl)=[O:43])[C:34]1[CH:39]=[CH:38][CH:37]=[CH:36][CH:35]=1, predict the reaction product. The product is: [CH3:1][O:2][C:3](=[O:25])[CH:4]([NH:13][C:14](=[O:24])[CH2:15][CH2:16][C:17]1[CH:18]=[CH:19][C:20]([O:23][C:42](=[O:43])[CH2:41][O:40][CH2:33][C:32]2[CH:31]=[CH:36][CH:35]=[CH:34][CH:39]=2)=[CH:21][CH:22]=1)[CH2:5][C:6]1[CH:7]=[CH:8][C:9]([O:12][C:42](=[O:43])[CH2:41][O:40][CH2:33][C:34]2[CH:39]=[CH:38][CH:37]=[CH:36][CH:35]=2)=[CH:10][CH:11]=1.